This data is from Reaction yield outcomes from USPTO patents with 853,638 reactions. The task is: Predict the reaction yield, written as a fraction of the theoretical maximum amount of product (1.0 means a 100% yield; for example, 0.34 means a 34% yield). The reactants are [CH3:1][C:2]1[C:7]([C:8]([F:11])([F:10])[F:9])=[CH:6][C:5]([C:12]([F:15])([F:14])[F:13])=[CH:4][C:3]=1[B:16]1[O:24][C:21]([CH3:23])([CH3:22])[C:18]([CH3:20])([CH3:19])[O:17]1.C1C(=O)N([Br:32])C(=O)C1.C1(=O)NC(=O)CC1. The catalyst is CC(N=NC(C#N)(C)C)(C#N)C.C(Cl)(Cl)(Cl)Cl. The product is [Br:32][CH2:1][C:2]1[C:7]([C:8]([F:9])([F:11])[F:10])=[CH:6][C:5]([C:12]([F:14])([F:15])[F:13])=[CH:4][C:3]=1[B:16]1[O:17][C:18]([CH3:20])([CH3:19])[C:21]([CH3:23])([CH3:22])[O:24]1. The yield is 0.900.